Dataset: Reaction yield outcomes from USPTO patents with 853,638 reactions. Task: Predict the reaction yield, written as a fraction of the theoretical maximum amount of product (1.0 means a 100% yield; for example, 0.34 means a 34% yield). (1) The reactants are [C:1]1([C@@H:7]([NH:9][C:10]2[CH2:15][N:14]([C:16]([O:18][C:19]([CH3:22])([CH3:21])[CH3:20])=[O:17])[CH2:13][CH2:12][C:11]=2[C:23]([O:25][CH2:26][CH3:27])=[O:24])[CH3:8])[CH:6]=[CH:5][CH:4]=[CH:3][CH:2]=1.[BH-](OC(C)=O)(OC(C)=O)OC(C)=O.[Na+].C(O)(=O)C.N. The catalyst is C1(C)C=CC=CC=1. The product is [C:1]1([C@@H:7]([NH:9][C@H:10]2[C@@H:11]([C:23]([O:25][CH2:26][CH3:27])=[O:24])[CH2:12][CH2:13][N:14]([C:16]([O:18][C:19]([CH3:21])([CH3:20])[CH3:22])=[O:17])[CH2:15]2)[CH3:8])[CH:6]=[CH:5][CH:4]=[CH:3][CH:2]=1. The yield is 0.940. (2) The reactants are [CH:1]([C:4]1[CH:9]=[CH:8][CH:7]=[CH:6][C:5]=1[NH:10][C:11]1[CH:16]=[CH:15][C:14]([C:17]2[CH:22]=[CH:21][CH:20]=[CH:19][CH:18]=2)=[CH:13][C:12]=1[NH2:23])([CH3:3])[CH3:2].[CH:24](=O)[C:25]1[CH:30]=[CH:29][CH:28]=[CH:27][CH:26]=1.S([O-])([O-])=O.[Na+].[Na+]. The catalyst is CN(C=O)C. The product is [CH:1]([C:4]1[CH:9]=[CH:8][CH:7]=[CH:6][C:5]=1[N:10]1[C:11]2[CH:16]=[CH:15][C:14]([C:17]3[CH:22]=[CH:21][CH:20]=[CH:19][CH:18]=3)=[CH:13][C:12]=2[N:23]=[C:24]1[C:25]1[CH:30]=[CH:29][CH:28]=[CH:27][CH:26]=1)([CH3:3])[CH3:2]. The yield is 0.640. (3) The reactants are [CH3:1][C:2]1[C:6]([CH2:7][N:8]2[CH:12]=[C:11]([N:13]3[C:17](=[O:18])[CH:16]([CH2:19][C:20]([OH:22])=O)[NH:15][C:14]3=[O:23])[CH:10]=[N:9]2)=[C:5]([CH3:24])[O:4][N:3]=1.[NH2:25][C:26]1[CH:31]=[CH:30][CH:29]=[CH:28][CH:27]=1. The catalyst is CN(C=O)C.C(OCC)(=O)C. The product is [CH3:1][C:2]1[C:6]([CH2:7][N:8]2[CH:12]=[C:11]([N:13]3[C:17](=[O:18])[CH:16]([CH2:19][C:20]([NH:25][C:26]4[CH:31]=[CH:30][CH:29]=[CH:28][CH:27]=4)=[O:22])[NH:15][C:14]3=[O:23])[CH:10]=[N:9]2)=[C:5]([CH3:24])[O:4][N:3]=1. The yield is 0.500. (4) The reactants are [H-].[Al+3].[Li+].[H-].[H-].[H-].[CH:7]1([CH2:10][NH:11][C:12]2[S:13][C:14]([CH3:25])=[C:15]([C:17]3[CH:24]=[CH:23][C:20]([C:21]#[N:22])=[CH:19][CH:18]=3)[N:16]=2)[CH2:9][CH2:8]1. The catalyst is C1COCC1. The product is [CH:7]1([CH2:10][NH:11][C:12]2[S:13][C:14]([CH3:25])=[C:15]([C:17]3[CH:18]=[CH:19][C:20]([CH2:21][NH2:22])=[CH:23][CH:24]=3)[N:16]=2)[CH2:9][CH2:8]1. The yield is 0.820. (5) The reactants are [F:1][C:2]1[N:7]2[CH:8]=[C:9]([CH2:11][N:12]([CH3:23])[C@@H:13]3[C:22]4[N:21]=[CH:20][CH:19]=[CH:18][C:17]=4[CH2:16][CH2:15][CH2:14]3)[N:10]=[C:6]2[CH:5]=[CH:4][CH:3]=1.[Br:24]N1C(=O)CCC1=O. The catalyst is ClCCl. The product is [Br:24][C:8]1[N:7]2[C:2]([F:1])=[CH:3][CH:4]=[CH:5][C:6]2=[N:10][C:9]=1[CH2:11][N:12]([CH3:23])[C@@H:13]1[C:22]2[N:21]=[CH:20][CH:19]=[CH:18][C:17]=2[CH2:16][CH2:15][CH2:14]1. The yield is 0.300.